Dataset: Reaction yield outcomes from USPTO patents with 853,638 reactions. Task: Predict the reaction yield, written as a fraction of the theoretical maximum amount of product (1.0 means a 100% yield; for example, 0.34 means a 34% yield). (1) The reactants are [F:1][C:2]([F:34])([F:33])[C:3]1[CH:4]=[C:5]([CH:26]=[C:27]([C:29]([F:32])([F:31])[F:30])[CH:28]=1)[CH2:6][N:7]1[CH2:14][CH2:13][CH2:12][O:11][C:10]2[N:15]=[CH:16][CH:17]=[C:18]([C:19]3[CH:24]=[CH:23][CH:22]=[CH:21][CH:20]=3)[C:9]=2[C:8]1=[O:25].ClC1C=CC=C(C(OO)=[O:43])C=1. The catalyst is C(Cl)Cl. The product is [F:34][C:2]([F:1])([F:33])[C:3]1[CH:4]=[C:5]([CH:26]=[C:27]([C:29]([F:32])([F:31])[F:30])[CH:28]=1)[CH2:6][N:7]1[CH2:14][CH2:13][CH2:12][O:11][C:10]2[N+:15]([O-:43])=[CH:16][CH:17]=[C:18]([C:19]3[CH:20]=[CH:21][CH:22]=[CH:23][CH:24]=3)[C:9]=2[C:8]1=[O:25]. The yield is 0.540. (2) The reactants are C([O:8][CH2:9][CH:10]1[O:24][C:14]2=[C:15]3[C:20](=[CH:21][CH:22]=[C:13]2[O:12][CH2:11]1)[N:19]=[C:18]([CH3:23])[CH:17]=[CH:16]3)C1C=CC=CC=1. The catalyst is C(Cl)Cl. The product is [CH3:23][C:18]1[CH:17]=[CH:16][C:15]2[C:20](=[CH:21][CH:22]=[C:13]3[O:12][CH2:11][C@@H:10]([CH2:9][OH:8])[O:24][C:14]3=2)[N:19]=1. The yield is 0.840.